This data is from Merck oncology drug combination screen with 23,052 pairs across 39 cell lines. The task is: Regression. Given two drug SMILES strings and cell line genomic features, predict the synergy score measuring deviation from expected non-interaction effect. (1) Drug 1: Nc1ccn(C2OC(CO)C(O)C2(F)F)c(=O)n1. Drug 2: NC(=O)c1cccc2cn(-c3ccc(C4CCCNC4)cc3)nc12. Cell line: RKO. Synergy scores: synergy=-16.5. (2) Drug 1: CC(=O)OC1C(=O)C2(C)C(O)CC3OCC3(OC(C)=O)C2C(OC(=O)c2ccccc2)C2(O)CC(OC(=O)C(O)C(NC(=O)c3ccccc3)c3ccccc3)C(C)=C1C2(C)C. Drug 2: NC1(c2ccc(-c3nc4ccn5c(=O)[nH]nc5c4cc3-c3ccccc3)cc2)CCC1. Cell line: HCT116. Synergy scores: synergy=19.4.